Dataset: NCI-60 drug combinations with 297,098 pairs across 59 cell lines. Task: Regression. Given two drug SMILES strings and cell line genomic features, predict the synergy score measuring deviation from expected non-interaction effect. (1) Drug 1: CC1=C(C=C(C=C1)NC(=O)C2=CC=C(C=C2)CN3CCN(CC3)C)NC4=NC=CC(=N4)C5=CN=CC=C5. Drug 2: CC1=C(C(=CC=C1)Cl)NC(=O)C2=CN=C(S2)NC3=CC(=NC(=N3)C)N4CCN(CC4)CCO. Cell line: M14. Synergy scores: CSS=8.85, Synergy_ZIP=-1.74, Synergy_Bliss=0.213, Synergy_Loewe=-12.9, Synergy_HSA=-0.535. (2) Drug 1: CCN(CC)CCCC(C)NC1=C2C=C(C=CC2=NC3=C1C=CC(=C3)Cl)OC. Drug 2: CC1CCCC2(C(O2)CC(NC(=O)CC(C(C(=O)C(C1O)C)(C)C)O)C(=CC3=CSC(=N3)C)C)C. Cell line: MOLT-4. Synergy scores: CSS=61.5, Synergy_ZIP=1.19, Synergy_Bliss=5.25, Synergy_Loewe=-22.4, Synergy_HSA=0.233. (3) Drug 1: C1=CN(C(=O)N=C1N)C2C(C(C(O2)CO)O)O.Cl. Drug 2: C(CCl)NC(=O)N(CCCl)N=O. Cell line: HL-60(TB). Synergy scores: CSS=47.6, Synergy_ZIP=2.69, Synergy_Bliss=5.82, Synergy_Loewe=-25.5, Synergy_HSA=5.69.